From a dataset of Forward reaction prediction with 1.9M reactions from USPTO patents (1976-2016). Predict the product of the given reaction. (1) Given the reactants P(N=[N+]=[N-])([O:3][C:4]1C=C[CH:7]=[CH:6][CH:5]=1)([O:3][C:4]1C=C[CH:7]=[CH:6][CH:5]=1)=O.C([N:22]([CH2:25][CH3:26])[CH2:23][CH3:24])C.C(=O)([O-])[O-:28].[K+].[K+].Cl.[C:34]([O:37][CH2:38][CH3:39])(=O)[CH3:35].Cl, predict the reaction product. The product is: [OH:3][C:4]1[CH:5]=[CH:6][C:7]2[C:39]([CH:25]([NH:22][C:23](=[O:28])[CH3:24])[CH3:26])=[CH:38][O:37][C:34]=2[CH:35]=1. (2) The product is: [Cl:3][C:4]1[CH:20]=[C:19]([C:21]([F:24])([F:22])[F:23])[CH:18]=[CH:17][C:5]=1[CH2:6][N:7]1[C:11](/[CH:12]=[CH:33]/[C:34]([O:36][CH2:37][CH3:38])=[O:35])=[CH:10][C:9]([CH:14]([CH3:16])[CH3:15])=[N:8]1. Given the reactants [H-].[Na+].[Cl:3][C:4]1[CH:20]=[C:19]([C:21]([F:24])([F:23])[F:22])[CH:18]=[CH:17][C:5]=1[CH2:6][N:7]1[C:11]([CH:12]=O)=[CH:10][C:9]([CH:14]([CH3:16])[CH3:15])=[N:8]1.C(OP([CH2:33][C:34]([O:36][CH2:37][CH3:38])=[O:35])(OCC)=O)C.O, predict the reaction product. (3) Given the reactants Cl.[NH2:2][C@H:3]1[CH2:8][CH2:7][C@H:6]([NH:9][C:10]([C:12]2[C:16]3=[N:17][CH:18]=[CH:19][C:20]([C:21]4[C:29]5[O:28][CH2:27][O:26][C:25]=5[CH:24]=[CH:23][C:22]=4[O:30][CH2:31][CH:32]4[CH2:34][CH2:33]4)=[C:15]3[NH:14][C:13]=2[CH3:35])=[O:11])[CH2:5][CH2:4]1.[C:36](Cl)(=[O:38])[CH3:37], predict the reaction product. The product is: [C:36]([NH:2][C@H:3]1[CH2:8][CH2:7][C@H:6]([NH:9][C:10]([C:12]2[C:16]3=[N:17][CH:18]=[CH:19][C:20]([C:21]4[C:29]5[O:28][CH2:27][O:26][C:25]=5[CH:24]=[CH:23][C:22]=4[O:30][CH2:31][CH:32]4[CH2:33][CH2:34]4)=[C:15]3[NH:14][C:13]=2[CH3:35])=[O:11])[CH2:5][CH2:4]1)(=[O:38])[CH3:37]. (4) Given the reactants [NH2:1][N:2]1[N:11]=[C:10]([C:12]2[S:13][CH:14]=[CH:15][C:16]=2[CH3:17])[C:9]2[C:4](=[CH:5][CH:6]=[CH:7][CH:8]=2)[C:3]1=[O:18].[C@@H:19]12[CH2:25][C@@H:22]([CH:23]=[CH:24]1)[CH2:21][C@H:20]2[CH2:26][C:27](O)=[O:28], predict the reaction product. The product is: [C@@H:19]12[CH2:25][C@@H:22]([CH:23]=[CH:24]1)[CH2:21][C@H:20]2[CH2:26][C:27]([NH:1][N:2]1[N:11]=[C:10]([C:12]2[S:13][CH:14]=[CH:15][C:16]=2[CH3:17])[C:9]2[C:4](=[CH:5][CH:6]=[CH:7][CH:8]=2)[C:3]1=[O:18])=[O:28]. (5) The product is: [CH:31]([C:4]1[CH:3]=[C:2]([CH3:1])[C:11]2[C:10](=[O:12])[NH:9][C@@H:8]3[CH2:13][N:14]([C:16]([O:18][C:19]([CH3:22])([CH3:21])[CH3:20])=[O:17])[CH2:15][C@H:7]3[C:6]=2[CH:5]=1)([CH3:33])[CH3:32]. Given the reactants [CH3:1][C:2]1[C:11]2[C:10](=[O:12])[NH:9][C@@H:8]3[CH2:13][N:14]([C:16]([O:18][C:19]([CH3:22])([CH3:21])[CH3:20])=[O:17])[CH2:15][C@H:7]3[C:6]=2[CH:5]=[C:4](OS(C(F)(F)F)(=O)=O)[CH:3]=1.[CH:31]([Zn]C(C)C)([CH3:33])[CH3:32], predict the reaction product. (6) Given the reactants [Cl:1][CH:2]([CH2:6][C:7]1[CH:12]=[C:11]([N:13]2[C:17](=[O:18])[N:16]([CH:19]([F:21])[F:20])[C:15]([CH3:22])=[N:14]2)[C:10]([F:23])=[CH:9][C:8]=1[Cl:24])[C:3]([OH:5])=[O:4].[CH2:25](O)[CH3:26], predict the reaction product. The product is: [CH3:25][CH2:26][O:4][C:3]([CH:2]([Cl:1])[CH2:6][C:7]1[CH:12]=[C:11]([N:13]2[N:14]=[C:15]([CH3:22])[N:16]([CH:19]([F:20])[F:21])[C:17]2=[O:18])[C:10]([F:23])=[CH:9][C:8]=1[Cl:24])=[O:5]. (7) Given the reactants [NH:1]([C:27]([O:29][C:30]([CH3:33])([CH3:32])[CH3:31])=[O:28])[C@H:2]([C:24]([OH:26])=O)[CH2:3][CH2:4][CH2:5][NH:6][C:7](=[NH:23])[NH:8][S:9]([C:12]1[C:21]([CH3:22])=[C:19]([CH3:20])[C:16]([O:17][CH3:18])=[CH:15][C:13]=1[CH3:14])(=[O:11])=[O:10].C(N(CC)CC)C.O=S(Cl)Cl.CO, predict the reaction product. The product is: [C:30]([O:29][C:27](=[O:28])[NH:1][CH:2]1[CH2:3][CH2:4][CH2:5][N:6]([C:7](=[NH:23])[NH:8][S:9]([C:12]2[C:13]([CH3:14])=[CH:15][C:16]([O:17][CH3:18])=[C:19]([CH3:20])[C:21]=2[CH3:22])(=[O:11])=[O:10])[C:24]1=[O:26])([CH3:33])([CH3:32])[CH3:31]. (8) Given the reactants Cl[CH:2]([O:4][C:5](=[O:31])[N:6]([C:15]1[CH:20]=[CH:19][C:18]([C:21](=[O:29])[C:22]2[CH:27]=[CH:26][CH:25]=[CH:24][C:23]=2[CH3:28])=[C:17]([Cl:30])[CH:16]=1)[C:7]1[CH:12]=[CH:11][C:10]([F:13])=[CH:9][C:8]=1[CH3:14])[CH3:3].[CH:32]1([C:35]([O-:37])=[O:36])[CH2:34][CH2:33]1.C([N+](CCCC)(CCCC)CCCC)CCC, predict the reaction product. The product is: [Cl:30][C:17]1[CH:16]=[C:15]([N:6]([C:7]2[CH:12]=[CH:11][C:10]([F:13])=[CH:9][C:8]=2[CH3:14])[C:5]([O:4][CH:2]([O:37][C:35]([CH:32]2[CH2:34][CH2:33]2)=[O:36])[CH3:3])=[O:31])[CH:20]=[CH:19][C:18]=1[C:21](=[O:29])[C:22]1[CH:27]=[CH:26][CH:25]=[CH:24][C:23]=1[CH3:28].